From a dataset of Experimentally validated miRNA-target interactions with 360,000+ pairs, plus equal number of negative samples. Binary Classification. Given a miRNA mature sequence and a target amino acid sequence, predict their likelihood of interaction. (1) Result: 0 (no interaction). The protein sequence of the target gene is MGNSFCYTAVYCMINTGTQMDLEVKGVAATSRSQIQPFFGRKKPLQQRWTSESWTNQNSCPPVVPRLDLGSLVDSDDEDNFSYIPLSTANLPNSSSTLGWVTPCQTPYTQYHLNKLDQNIIPENLPAPTDKCKLKYQQCKTEIKEGYKQYSQRNAENTKSNVTHKQSPRNKIDEKCVQDEEANTDDLTTLDRKAILQQGYADNSCDKQQRARKLDAEIVAAEKKKQIVAEQVMIDHLSRAVISDPEQNLAIEQKESDHILPDSKMTPLRFRKRTLHETKIRTHSTLTENVLSHKLQFDGR.... The miRNA is hsa-miR-3189-5p with sequence UGCCCCAUCUGUGCCCUGGGUAGGA. (2) The miRNA is hsa-miR-1294 with sequence UGUGAGGUUGGCAUUGUUGUCU. The protein sequence of the target gene is MEAEVWEAEGYNLVLDSDLYDADGYDVPDPGLLTEKNELTFTEPSQVLPFLTSSQQWQSLTPRARARRLWLLLRTSLHEVVEKEKRAELRAARLTHGLEPLRRLEVAAGLRSVAQDPVGGRFVVLDGAGRLHLHKEDGWAQETLLAPVRLTGLVTVLGPLGAVGRFVGWGPAGLAILRPNLSLLWLSEQGVGRAPGWAPTCCLPVPDLRLLLVAEMNSSLALWQFRSGGRRLVLRGSALHPPPSPTGRLMRLAVAPVPPHHVLRCFAAYGSAVLTFDLHAWTLVDVRRDLHKTTISDLAY.... Result: 0 (no interaction). (3) The miRNA is mmu-miR-1896 with sequence CUCUCUGAUGGUGGGUGAGGAG. The protein sequence of the target gene is MAPRGRRRPRPHRSEGARRSKNTLERTHSMKDKAGQKCKPIDVFDFPDNSDVSSIGRLGENEKDEETYETFDPPLHSTAIYADEEEFSKHCGLSLSSTPPGKEAKRSSDTSGNEASEIESVKISAKKPGRKLRPISDDSESIEESDTRRKVKSAEKISTQRHEVIRTTASSELSEKPAESVTSKKTGPLSAQPSVEKENLAIESQSKTQKKGKISHDKRKKSRSKAIGSDTSDIVHIWCPEGMKTSDIKELNIVLPEFEKTHLEHQQRIESKVCKAAIATFYVNVKEQFIKMLKESQMLT.... Result: 0 (no interaction). (4) The miRNA is hsa-miR-20b-5p with sequence CAAAGUGCUCAUAGUGCAGGUAG. The protein sequence of the target gene is MGPWGWKLRWTVALLLAAAGTAVGDRCERNEFQCQDGKCISYKWVCDGSAECQDGSDESQETCLSVTCKSGDFSCGGRVNRCIPQFWRCDGQVDCDNGSDEQGCPPKTCSQDEFRCHDGKCISRQFVCDSDRDCLDGSDEASCPVLTCGPASFQCNSSTCIPQLWACDNDPDCEDGSDEWPQRCRGLYVFQGDSSPCSAFEFHCLSGECIHSSWRCDGGPDCKDKSDEENCAVATCRPDEFQCSDGNCIHGSRQCDREYDCKDMSDEVGCVNVTLCEGPNKFKCHSGECITLDKVCNMAR.... Result: 1 (interaction).